Dataset: hERG Central: cardiac toxicity at 1µM, 10µM, and general inhibition. Task: Predict hERG channel inhibition at various concentrations. The molecule is COc1ccccc1CN(C)C(=O)c1cc(C)nc2ccccc12. Results: hERG_inhib (hERG inhibition (general)): blocker.